Task: Predict the reactants needed to synthesize the given product.. Dataset: Full USPTO retrosynthesis dataset with 1.9M reactions from patents (1976-2016) (1) Given the product [CH3:29][N:30]([C:31]1[CH:36]=[CH:35][CH:34]=[CH:33][CH:32]=1)[C:25]([CH:21]1[CH2:22][CH2:23][CH2:24][N:19]([CH2:18][CH2:17][NH:16][C:15]([NH:14][C:12]2[C:11]3[C:6](=[CH:7][CH:8]=[CH:9][CH:10]=3)[N:5]=[C:4]([CH3:3])[CH:13]=2)=[O:28])[CH2:20]1)=[O:27], predict the reactants needed to synthesize it. The reactants are: Cl.Cl.[CH3:3][C:4]1[CH:13]=[C:12]([NH:14][C:15](=[O:28])[NH:16][CH2:17][CH2:18][N:19]2[CH2:24][CH2:23][CH2:22][CH:21]([C:25]([OH:27])=O)[CH2:20]2)[C:11]2[C:6](=[CH:7][CH:8]=[CH:9][CH:10]=2)[N:5]=1.[CH3:29][NH:30][C:31]1[CH:36]=[CH:35][CH:34]=[CH:33][CH:32]=1.C(P1(=O)OP(CCC)(=O)OP(CCC)(=O)O1)CC. (2) Given the product [CH2:24]([O:31][C:32]1[C:47]([C:9]2[CH:10]=[N:11][CH:12]=[CH:13][CH:14]=2)=[CH:46][CH:45]=[CH:44][C:33]=1[C:34]([O:36][CH2:37][C:38]1[CH:39]=[CH:40][CH:41]=[CH:42][CH:43]=1)=[O:35])[C:25]1[CH:26]=[CH:27][CH:28]=[CH:29][CH:30]=1, predict the reactants needed to synthesize it. The reactants are: CC1(C)C(C)(C)OB([C:9]2[CH:10]=[N:11][CH:12]=[CH:13][CH:14]=2)O1.P([O-])([O-])([O-])=O.[K+].[K+].[K+].[CH2:24]([O:31][C:32]1[C:47](Cl)=[CH:46][CH:45]=[CH:44][C:33]=1[C:34]([O:36][CH2:37][C:38]1[CH:43]=[CH:42][CH:41]=[CH:40][CH:39]=1)=[O:35])[C:25]1[CH:30]=[CH:29][CH:28]=[CH:27][CH:26]=1.C(O)(=O)CC(CC(O)=O)(C(O)=O)O. (3) Given the product [Br:1][C:2]1[C:6]2[CH:7]=[N:8][C:9]([NH:11][C:12]([C:23]3[CH:32]=[CH:31][C:26]([C:27]([O:29][CH3:30])=[O:28])=[CH:25][CH:24]=3)=[O:18])=[CH:10][C:5]=2[N:4]([CH3:19])[CH:3]=1, predict the reactants needed to synthesize it. The reactants are: [Br:1][C:2]1[C:6]2[CH:7]=[N:8][C:9]([NH:11][C:12](=[O:18])OC(C)(C)C)=[CH:10][C:5]=2[N:4]([CH3:19])[CH:3]=1.ClC([C:23]1[CH:32]=[CH:31][C:26]([C:27]([O:29][CH3:30])=[O:28])=[CH:25][CH:24]=1)=O. (4) The reactants are: [CH2:1]([O:8][N:9]=[C:10]1[C:18]2([CH2:23][CH2:22][CH2:21][CH2:20][CH2:19]2)[C:17]2[C:12](=[CH:13][CH:14]=[C:15](Br)[CH:16]=2)[NH:11]1)[C:2]1[CH:7]=[CH:6][CH:5]=[CH:4][CH:3]=1.[F:25][C:26]1[CH:27]=[C:28](B(O)O)[CH:29]=[CH:30][C:31]=1[F:32]. Given the product [CH2:1]([O:8][N:9]=[C:10]1[C:18]2([CH2:23][CH2:22][CH2:21][CH2:20][CH2:19]2)[C:17]2[C:12](=[CH:13][CH:14]=[C:15]([C:29]3[CH:28]=[CH:27][C:26]([F:25])=[C:31]([F:32])[CH:30]=3)[CH:16]=2)[NH:11]1)[C:2]1[CH:7]=[CH:6][CH:5]=[CH:4][CH:3]=1, predict the reactants needed to synthesize it. (5) Given the product [CH3:3][O:4][C:5]([C:7]1[N:8]=[C:9]([NH:12][C:13](=[O:40])[C@@H:14]([N:22]2[C:26](=[O:27])[C@@H:25]([CH2:28][CH2:29][CH3:30])[NH:24][C:23]2=[O:39])[CH2:15][CH:16]2[CH2:21][CH2:20][CH2:19][CH2:18][CH2:17]2)[S:10][CH:11]=1)=[O:6], predict the reactants needed to synthesize it. The reactants are: [H][H].[CH3:3][O:4][C:5]([C:7]1[N:8]=[C:9]([NH:12][C:13](=[O:40])[C@@H:14]([N:22]2[C:26](=[O:27])[C@H:25]([CH2:28][C:29]3C=CC4C(=CC=CC=4)[CH:30]=3)[NH:24][C:23]2=[O:39])[CH2:15][CH:16]2[CH2:21][CH2:20][CH2:19][CH2:18][CH2:17]2)[S:10][CH:11]=1)=[O:6]. (6) Given the product [Cl:1][C:2]1[CH:10]=[CH:9][C:5]([C:6]([O:8][CH3:12])=[O:7])=[C:4]([OH:11])[CH:3]=1, predict the reactants needed to synthesize it. The reactants are: [Cl:1][C:2]1[CH:3]=[C:4]([OH:11])[C:5](=[CH:9][CH:10]=1)[C:6]([OH:8])=[O:7].[C:12]([O-])([O-])=O.[Cs+].[Cs+].CI.